This data is from Reaction yield outcomes from USPTO patents with 853,638 reactions. The task is: Predict the reaction yield, written as a fraction of the theoretical maximum amount of product (1.0 means a 100% yield; for example, 0.34 means a 34% yield). (1) The reactants are Cl[C:2]1[CH:7]=[C:6]([CH:8]([S:17][C:18]2[CH:23]=[CH:22][C:21]([Cl:24])=[CH:20][CH:19]=2)[C:9]2[CH:14]=[C:13]([F:15])[CH:12]=[CH:11][C:10]=2[F:16])[C:5]([Cl:25])=[CH:4][N:3]=1.[CH3:26][NH:27][CH2:28][CH2:29][NH:30][CH3:31].C(N(CC)CC)C.[C:47](O[C:47]([O:49][C:50]([CH3:53])([CH3:52])[CH3:51])=[O:48])([O:49][C:50]([CH3:53])([CH3:52])[CH3:51])=[O:48]. The catalyst is C(OCC)(=O)C.O1CCCC1.O1CCOCC1. The product is [Cl:25][C:5]1[C:6]([CH:8]([S:17][C:18]2[CH:23]=[CH:22][C:21]([Cl:24])=[CH:20][CH:19]=2)[C:9]2[CH:14]=[C:13]([F:15])[CH:12]=[CH:11][C:10]=2[F:16])=[CH:7][C:2]([N:27]([CH2:28][CH2:29][N:30]([CH3:31])[C:47](=[O:48])[O:49][C:50]([CH3:51])([CH3:52])[CH3:53])[CH3:26])=[N:3][CH:4]=1. The yield is 0.640. (2) The reactants are [CH3:1][O:2][C:3]1[CH:4]=[C:5]2[O:9][C:8]([C:10]3[N:11]=[C:12]4[N:16]([CH:17]=3)[N:15]=[C:14]([O:18][CH3:19])[S:13]4)=[CH:7][C:6]2=[C:20]([OH:22])[CH:21]=1.[C:23]1([C:29]([C:32]2[S:33][CH:34]=[C:35]([CH2:37]O)[N:36]=2)([CH3:31])[CH3:30])[CH:28]=[CH:27][CH:26]=[CH:25][CH:24]=1.C(P(CCCC)CCCC)CCC.C1CCN(C(N=NC(N2CCCCC2)=O)=O)CC1. The catalyst is C1COCC1. The product is [CH3:19][O:18][C:14]1[S:13][C:12]2=[N:11][C:10]([C:8]3[O:9][C:5]4[CH:4]=[C:3]([O:2][CH3:1])[CH:21]=[C:20]([O:22][CH2:37][C:35]5[N:36]=[C:32]([C:29]([C:23]6[CH:28]=[CH:27][CH:26]=[CH:25][CH:24]=6)([CH3:31])[CH3:30])[S:33][CH:34]=5)[C:6]=4[CH:7]=3)=[CH:17][N:16]2[N:15]=1. The yield is 0.552. (3) The reactants are [CH:1]1([CH2:6][C@H:7]([NH:11][C:12](=[O:18])[O:13][C:14]([CH3:17])([CH3:16])[CH3:15])[CH2:8][NH:9][CH3:10])[CH2:5][CH2:4][CH2:3][CH2:2]1.CCN(CC)CC.[C:26](Cl)([O:28][CH2:29][C:30]1[CH:35]=[CH:34][CH:33]=[CH:32][CH:31]=1)=[O:27].O. The catalyst is C(Cl)Cl. The product is [C:14]([O:13][C:12]([NH:11][C@@H:7]([CH2:6][CH:1]1[CH2:2][CH2:3][CH2:4][CH2:5]1)[CH2:8][N:9]([CH3:10])[C:26](=[O:27])[O:28][CH2:29][C:30]1[CH:35]=[CH:34][CH:33]=[CH:32][CH:31]=1)=[O:18])([CH3:17])([CH3:15])[CH3:16]. The yield is 0.400. (4) The reactants are ClC(Cl)(Cl)[C:3]([C:5]1[C:13]2[C:8](=[CH:9][N:10]=[CH:11][CH:12]=2)[NH:7][C:6]=1[CH3:14])=[O:4].[OH-:17].[K+].[CH3:19]O. No catalyst specified. The product is [CH3:14][C:6]1[NH:7][C:8]2=[CH:9][N:10]=[CH:11][CH:12]=[C:13]2[C:5]=1[C:3]([O:4][CH3:19])=[O:17]. The yield is 0.830. (5) The reactants are [NH2:1][C:2]1[CH:7]=[C:6]([O:8][C:9]2[CH:10]=[CH:11][C:12]3[O:16][C@@H:15]4[C@@H:17]([C:18]([O:20]CC)=[O:19])[C@@H:14]4[C:13]=3[CH:23]=2)[CH:5]=[CH:4][N:3]=1.[OH-].[Na+]. The product is [NH2:1][C:2]1[CH:7]=[C:6]([O:8][C:9]2[CH:10]=[CH:11][C:12]3[O:16][C@@H:15]4[C@@H:17]([C:18]([OH:20])=[O:19])[C@@H:14]4[C:13]=3[CH:23]=2)[CH:5]=[CH:4][N:3]=1. The catalyst is C1COCC1. The yield is 0.880. (6) The reactants are Cl.[NH2:2][C:3]([CH3:17])([CH3:16])[CH2:4][NH:5][C:6](=[O:15])[O:7][CH2:8][C:9]1[CH:14]=[CH:13][CH:12]=[CH:11][CH:10]=1.CN(C(ON1N=NC2C=CC=NC1=2)=[N+](C)C)C.F[P-](F)(F)(F)(F)F.[C:42](O)(=[O:50])[C:43]1[C:44](=[CH:46][CH:47]=[CH:48][CH:49]=1)[OH:45].CCN(C(C)C)C(C)C. The catalyst is CC#N. The product is [OH:45][C:44]1[CH:46]=[CH:47][CH:48]=[CH:49][C:43]=1[C:42]([NH:2][C:3]([CH3:17])([CH3:16])[CH2:4][NH:5][C:6](=[O:15])[O:7][CH2:8][C:9]1[CH:14]=[CH:13][CH:12]=[CH:11][CH:10]=1)=[O:50]. The yield is 0.260.